The task is: Predict the product of the given reaction.. This data is from Forward reaction prediction with 1.9M reactions from USPTO patents (1976-2016). Given the reactants Cl[CH2:2][CH2:3][CH2:4][CH2:5][CH:6]([C:18]1[NH:22][N:21]=[C:20]([NH:23][C:24]2[CH:29]=[C:28]([O:30][CH3:31])[C:27]([N:32]3[CH:36]=[N:35][C:34]([CH3:37])=[N:33]3)=[CH:26][C:25]=2[F:38])[N:19]=1)[C:7]1[CH:12]=[CH:11][C:10]([O:13][C:14]([F:17])([F:16])[F:15])=[CH:9][CH:8]=1.[I-].[Na+], predict the reaction product. The product is: [F:38][C:25]1[CH:26]=[C:27]([N:32]2[CH:36]=[N:35][C:34]([CH3:37])=[N:33]2)[C:28]([O:30][CH3:31])=[CH:29][C:24]=1[NH:23][C:20]1[N:19]=[C:18]2[CH:6]([C:7]3[CH:12]=[CH:11][C:10]([O:13][C:14]([F:17])([F:16])[F:15])=[CH:9][CH:8]=3)[CH2:5][CH2:4][CH2:3][CH2:2][N:22]2[N:21]=1.